Dataset: Forward reaction prediction with 1.9M reactions from USPTO patents (1976-2016). Task: Predict the product of the given reaction. (1) Given the reactants [OH:1][C@H:2]1[CH2:6][CH2:5][CH2:4][C@@H:3]1[NH:7][C:8]1[C:13]([C:14]([O:16]CC)=[O:15])=[CH:12][N:11]=[C:10]([S:19][CH3:20])[N:9]=1.[OH-].[Na+], predict the reaction product. The product is: [OH:1][C@H:2]1[CH2:6][CH2:5][CH2:4][C@@H:3]1[NH:7][C:8]1[C:13]([C:14]([OH:16])=[O:15])=[CH:12][N:11]=[C:10]([S:19][CH3:20])[N:9]=1. (2) Given the reactants [F:1][C:2]([F:7])([F:6])[C:3]([NH2:5])=[O:4].CC(C)([O-])C.[Na+].BrN1C(C)(C)C(=O)N(Br)C1=O.[F:25][C:26]1[C:27]([C:42]2[CH:47]=[CH:46][C:45]([F:48])=[CH:44][C:43]=2[O:49][CH3:50])=[CH:28][C:29]([NH:32][C:33]2[CH:38]=[C:37]([CH2:39][S:40][CH3:41])[CH:36]=[CH:35][N:34]=2)=[N:30][CH:31]=1.S([O-])([O-])=O.[Na+].[Na+], predict the reaction product. The product is: [F:1][C:2]([F:7])([F:6])[C:3]([N:5]=[S:40]([CH2:39][C:37]1[CH:36]=[CH:35][N:34]=[C:33]([NH:32][C:29]2[CH:28]=[C:27]([C:42]3[CH:47]=[CH:46][C:45]([F:48])=[CH:44][C:43]=3[O:49][CH3:50])[C:26]([F:25])=[CH:31][N:30]=2)[CH:38]=1)[CH3:41])=[O:4]. (3) Given the reactants [C:1]([O:5][C:6](=[O:21])[N:7]([CH2:11][C:12]1[CH:17]=[CH:16][C:15]([Cl:18])=[C:14]([CH2:19][OH:20])[CH:13]=1)[CH:8]1[CH2:10][CH2:9]1)([CH3:4])([CH3:3])[CH3:2], predict the reaction product. The product is: [C:1]([O:5][C:6](=[O:21])[N:7]([CH2:11][C:12]1[CH:17]=[CH:16][C:15]([Cl:18])=[C:14]([CH:19]=[O:20])[CH:13]=1)[CH:8]1[CH2:10][CH2:9]1)([CH3:4])([CH3:2])[CH3:3]. (4) Given the reactants [Cl:1][C:2]1[C:7]([C:8]2[CH2:9][C:10]([CH3:17])([CH3:16])[NH:11][C:12]([CH3:15])([CH3:14])[CH:13]=2)=[N:6][C:5]2[N:18]([CH:21]([CH3:23])[CH3:22])[N:19]=[CH:20][C:4]=2[C:3]=1[C:24]([OH:26])=O.[NH2:27][CH2:28][C:29]1[C:30](=[O:37])[NH:31][C:32]([CH3:36])=[CH:33][C:34]=1[CH3:35].C1CN([P+](ON2N=NC3C=CC=CC2=3)(N2CCCC2)N2CCCC2)CC1.F[P-](F)(F)(F)(F)F.O, predict the reaction product. The product is: [Cl:1][C:2]1[C:7]([C:8]2[CH2:9][C:10]([CH3:17])([CH3:16])[NH:11][C:12]([CH3:14])([CH3:15])[CH:13]=2)=[N:6][C:5]2[N:18]([CH:21]([CH3:23])[CH3:22])[N:19]=[CH:20][C:4]=2[C:3]=1[C:24]([NH:27][CH2:28][C:29]1[C:30](=[O:37])[NH:31][C:32]([CH3:36])=[CH:33][C:34]=1[CH3:35])=[O:26]. (5) Given the reactants [Br:1][C:2]1[CH:3]=[C:4]([OH:9])[C:5]([I:8])=[N:6][CH:7]=1.[CH3:10]N(C=O)C.[H-].[Na+].CI, predict the reaction product. The product is: [Br:1][C:2]1[CH:3]=[C:4]([O:9][CH3:10])[C:5]([I:8])=[N:6][CH:7]=1.